This data is from Reaction yield outcomes from USPTO patents with 853,638 reactions. The task is: Predict the reaction yield, written as a fraction of the theoretical maximum amount of product (1.0 means a 100% yield; for example, 0.34 means a 34% yield). (1) The reactants are [C:1](Cl)(=[O:19])[CH2:2][CH2:3][CH2:4][CH2:5][CH2:6][CH2:7][CH2:8]/[CH:9]=[CH:10]\[CH2:11]/[CH:12]=[CH:13]\[CH2:14][CH2:15][CH2:16][CH2:17][CH3:18].[C:21]([O:25][C:26](=[O:52])/[CH:27]=[CH:28]/[C:29]1[CH:34]=[CH:33][C:32]([C:35]2[CH:40]=[CH:39][C:38]([OH:41])=[C:37]([C:42]34[CH2:51][CH:46]5[CH2:47][CH:48]([CH2:50][CH:44]([CH2:45]5)[CH2:43]3)[CH2:49]4)[CH:36]=2)=[CH:31][CH:30]=1)([CH3:24])([CH3:23])[CH3:22].CCOC(C)=O. The catalyst is N1C=CC=CC=1. The product is [C:42]12([C:37]3[CH:36]=[C:35]([C:32]4[CH:33]=[CH:34][C:29]([CH:28]=[CH:27][C:26]([O:25][C:21]([CH3:24])([CH3:23])[CH3:22])=[O:52])=[CH:30][CH:31]=4)[CH:40]=[CH:39][C:38]=3[O:41][C:1](=[O:19])[CH2:2][CH2:3][CH2:4][CH2:5][CH2:6][CH2:7][CH2:8]/[CH:9]=[CH:10]/[CH2:11][CH:12]=[CH:13][CH2:14][CH2:15][CH2:16][CH2:17][CH3:18])[CH2:43][CH:44]3[CH2:50][CH:48]([CH2:47][CH:46]([CH2:45]3)[CH2:51]1)[CH2:49]2. The yield is 0.650. (2) No catalyst specified. The reactants are C(N(CC)CC)C.[CH2:8]([O:10][C:11]([C:13]1[C:18](O)=[CH:17][C:16](=[O:20])[N:15]([CH3:21])[CH:14]=1)=[O:12])[CH3:9].O=P(Cl)(Cl)[Cl:24]. The yield is 0.670. The product is [CH2:8]([O:10][C:11]([C:13]1[C:18]([Cl:24])=[CH:17][C:16](=[O:20])[N:15]([CH3:21])[CH:14]=1)=[O:12])[CH3:9]. (3) The reactants are N[CH:2]([C:7]1[CH:12]=[CH:11][CH:10]=[CH:9][CH:8]=1)[C:3]([NH:5][CH3:6])=[O:4].O.C([O-])([O-])=O.[Na+].[Na+].[Cl:20]CC(Cl)=O. The catalyst is CC(C)=O. The product is [Cl:20][CH2:2][C:3]([NH2:5])=[O:4].[CH3:6][NH:5][C:3](=[O:4])[CH2:2][C:7]1[CH:8]=[CH:9][CH:10]=[CH:11][CH:12]=1. The yield is 0.836. (4) The reactants are [C:1]([O:5][C:6]([N:8]1[CH2:11][CH:10]([C:12]2[CH:38]=[CH:37]C3C4C(CCOC=3C=2)=CN(C2N(C3C=CC(F)=CC=3F)N=CN=2)N=4)C1)=[O:7])([CH3:4])([CH3:3])[CH3:2].Br[C:40]1[CH:61]=[CH:60][C:43]2[C:44]3[N:48]([CH2:49][CH2:50][O:51][C:42]=2[CH:41]=1)[CH:47]=[C:46]([C:52]1[N:53]([CH:57]([CH3:59])[CH3:58])[N:54]=[CH:55][N:56]=1)[N:45]=3. No catalyst specified. The product is [C:1]([O:5][C:6]([N:8]1[CH2:11][CH2:10][CH:12]([C:40]2[CH:61]=[CH:60][C:43]3[C:44]4[N:48]([CH2:49][CH2:50][O:51][C:42]=3[CH:41]=2)[CH:47]=[C:46]([C:52]2[N:53]([CH:57]([CH3:59])[CH3:58])[N:54]=[CH:55][N:56]=2)[N:45]=4)[CH2:38][CH2:37]1)=[O:7])([CH3:2])([CH3:3])[CH3:4]. The yield is 0.310. (5) The reactants are FC1C(O[C:9](=[O:27])[C:10]2[CH:15]=[CH:14][C:13]([F:16])=[C:12]([F:17])[C:11]=2[NH:18][C:19]2[CH:24]=[CH:23][C:22]([I:25])=[CH:21][C:20]=2[Cl:26])=C(F)C(F)=C(F)C=1F.[NH2:32][O:33][CH2:34][CH2:35][OH:36].C(N(CC)C(C)C)(C)C. The catalyst is CN(C)C=O. The product is [Cl:26][C:20]1[CH:21]=[C:22]([I:25])[CH:23]=[CH:24][C:19]=1[NH:18][C:11]1[C:12]([F:17])=[C:13]([F:16])[CH:14]=[CH:15][C:10]=1[C:9]([NH:32][O:33][CH2:34][CH2:35][OH:36])=[O:27]. The yield is 0.900. (6) The catalyst is ClCCCl. The reactants are [CH2:1]([O:3][C:4]([C:6]1([NH:11][C:12]([CH:14]2[CH2:18][CH:17]([O:19][C:20]3[C:29]4[C:24](=[C:25]([CH3:32])[C:26]([O:30][CH3:31])=[CH:27][CH:28]=4)[N:23]=[C:22]([C:33]4[CH:38]=[CH:37][CH:36]=[C:35]([CH:39]([CH3:41])[CH3:40])[N:34]=4)[CH:21]=3)[CH2:16][CH:15]2[C:42](=[O:51])[N:43]([CH2:45][CH2:46][CH2:47][CH2:48]C=C)[CH3:44])=[O:13])[CH2:8][CH:7]1[CH:9]=[CH2:10])=[O:5])[CH3:2]. The product is [CH2:1]([O:3][C:4]([C:6]12[CH2:8][CH:7]1[CH:9]=[CH:10][CH2:48][CH2:47][CH2:46][CH2:45][N:43]([CH3:44])[C:42](=[O:51])[CH:15]1[CH:14]([CH2:18][CH:17]([O:19][C:20]3[C:29]4[C:24](=[C:25]([CH3:32])[C:26]([O:30][CH3:31])=[CH:27][CH:28]=4)[N:23]=[C:22]([C:33]4[CH:38]=[CH:37][CH:36]=[C:35]([CH:39]([CH3:40])[CH3:41])[N:34]=4)[CH:21]=3)[CH2:16]1)[C:12](=[O:13])[NH:11]2)=[O:5])[CH3:2]. The yield is 0.660.